Dataset: Reaction yield outcomes from USPTO patents with 853,638 reactions. Task: Predict the reaction yield, written as a fraction of the theoretical maximum amount of product (1.0 means a 100% yield; for example, 0.34 means a 34% yield). (1) The reactants are [C:1]([O:5][C:6](=[O:25])[CH2:7][O:8][C:9]1[CH:24]=[CH:23][CH:22]=[CH:21][C:10]=1[C:11]([O:13]CC1C=CC=CC=1)=[O:12])([CH3:4])([CH3:3])[CH3:2]. The catalyst is [Pd].C1COCC1. The product is [C:1]([O:5][C:6](=[O:25])[CH2:7][O:8][C:9]1[CH:24]=[CH:23][CH:22]=[CH:21][C:10]=1[C:11]([OH:13])=[O:12])([CH3:4])([CH3:2])[CH3:3]. The yield is 0.990. (2) The reactants are C([NH:5][S:6]([C:9]1[S:10][CH:11]=[C:12]([C:14]2[N:19]=[C:18]([NH:20][CH2:21][C:22]3[CH:27]=[CH:26][CH:25]=[CH:24][N:23]=3)[C:17]3=[C:28]([C:31]4[CH:36]=[CH:35][CH:34]=[CH:33][CH:32]=4)[CH:29]=[CH:30][N:16]3[N:15]=2)[N:13]=1)(=[O:8])=[O:7])(C)(C)C.C(O)(C(F)(F)F)=O. No catalyst specified. The product is [C:31]1([C:28]2[CH:29]=[CH:30][N:16]3[C:17]=2[C:18]([NH:20][CH2:21][C:22]2[CH:27]=[CH:26][CH:25]=[CH:24][N:23]=2)=[N:19][C:14]([C:12]2[N:13]=[C:9]([S:6]([NH2:5])(=[O:7])=[O:8])[S:10][CH:11]=2)=[N:15]3)[CH:36]=[CH:35][CH:34]=[CH:33][CH:32]=1. The yield is 0.260. (3) The reactants are [NH2:1][C:2]1[CH:3]=[CH:4][CH:5]=[C:6]2[C:11]=1[CH:10]=[C:9]([OH:12])[CH:8]=[CH:7]2.[C:13]([O:17][C:18](O[C:18]([O:17][C:13]([CH3:16])([CH3:15])[CH3:14])=[O:19])=[O:19])([CH3:16])([CH3:15])[CH3:14]. The catalyst is O1CCCC1. The product is [C:13]([O:17][C:18]([NH:1][C:2]1[CH:3]=[CH:4][CH:5]=[C:6]2[C:11]=1[CH:10]=[C:9]([OH:12])[CH:8]=[CH:7]2)=[O:19])([CH3:16])([CH3:15])[CH3:14]. The yield is 0.790. (4) The reactants are [CH3:1][C:2](=[O:7])[CH2:3][C:4](=[O:6])[CH3:5].B(OB=O)=O.[OH:13][C:14]1[CH:21]=[CH:20][C:17]([CH:18]=O)=[C:16]([O:22][CH3:23])[CH:15]=1.C(OC)(OC)OC.C(N)CCC.Cl. The catalyst is C(OCC)(=O)C. The product is [OH:13][C:14]1[CH:21]=[CH:20][C:17]([CH:18]=[CH:1][C:2](=[O:7])[CH2:3][C:4](=[O:6])[CH3:5])=[C:16]([O:22][CH3:23])[CH:15]=1. The yield is 0.330. (5) The reactants are [Cl:1][C:2]1[CH:3]=[C:4]([S:9](Cl)(=[O:11])=[O:10])[CH:5]=[C:6]([Cl:8])[CH:7]=1.[Cl:13][C:14]1[C:15]([OH:54])=[C:16]([S:21]([N:24]([CH2:46][C:47]2[CH:52]=[CH:51][C:50]([F:53])=[CH:49][CH:48]=2)[CH2:25][C:26]2[CH:31]=[C:30]([CH2:32][NH:33][CH2:34][CH:35]([CH3:37])[CH3:36])[CH:29]=[C:28]([O:38][C:39]3[CH:44]=[CH:43][C:42]([F:45])=[CH:41][CH:40]=3)[CH:27]=2)(=[O:23])=[O:22])[CH:17]=[C:18]([Cl:20])[CH:19]=1.CCN(CC)CC. The catalyst is C(Cl)Cl.C([O-])(O)=O.[Na+]. The product is [Cl:13][C:14]1[C:15]([OH:54])=[C:16]([S:21]([N:24]([CH2:25][C:26]2[CH:27]=[C:28]([O:38][C:39]3[CH:44]=[CH:43][C:42]([F:45])=[CH:41][CH:40]=3)[CH:29]=[C:30]([CH2:32][N:33]([CH2:34][CH:35]([CH3:37])[CH3:36])[S:9]([C:4]3[CH:3]=[C:2]([Cl:1])[CH:7]=[C:6]([Cl:8])[CH:5]=3)(=[O:11])=[O:10])[CH:31]=2)[CH2:46][C:47]2[CH:48]=[CH:49][C:50]([F:53])=[CH:51][CH:52]=2)(=[O:23])=[O:22])[CH:17]=[C:18]([Cl:20])[CH:19]=1. The yield is 0.380.